The task is: Predict the reaction yield, written as a fraction of the theoretical maximum amount of product (1.0 means a 100% yield; for example, 0.34 means a 34% yield).. This data is from Reaction yield outcomes from USPTO patents with 853,638 reactions. (1) The reactants are [C:1]1([S:7]([N:10]2[C:14]3[CH:15]=[N:16][C:17]([C:20]#[N:21])=[C:18]([OH:19])[C:13]=3[C:12]3[CH:22]=[C:23]([Br:26])[CH:24]=[N:25][C:11]2=3)(=[O:9])=[O:8])[CH:6]=[CH:5][CH:4]=[CH:3][CH:2]=1.[H-].[Na+].I[CH2:30][CH3:31]. The catalyst is C1COCC1.C1(C)C=CC=CC=1. The product is [C:1]1([S:7]([N:10]2[C:14]3[CH:15]=[N:16][C:17]([C:20]#[N:21])=[C:18]([O:19][CH2:30][CH3:31])[C:13]=3[C:12]3[CH:22]=[C:23]([Br:26])[CH:24]=[N:25][C:11]2=3)(=[O:8])=[O:9])[CH:2]=[CH:3][CH:4]=[CH:5][CH:6]=1. The yield is 0.230. (2) The reactants are [CH:1]1([C:7]([C:9]2[C:10]3[CH:17]=[CH:16][N:15]([CH2:18][O:19][CH2:20][CH2:21][Si:22]([CH3:25])([CH3:24])[CH3:23])[C:11]=3[N:12]=[CH:13][N:14]=2)=O)[CH2:6][CH2:5][CH2:4][CH2:3][CH2:2]1.[NH2:26][NH2:27]. The catalyst is CO. The product is [CH:1]1([C:7](=[N:26][NH2:27])[C:9]2[C:10]3[CH:17]=[CH:16][N:15]([CH2:18][O:19][CH2:20][CH2:21][Si:22]([CH3:25])([CH3:24])[CH3:23])[C:11]=3[N:12]=[CH:13][N:14]=2)[CH2:6][CH2:5][CH2:4][CH2:3][CH2:2]1. The yield is 0.540. (3) The reactants are CS([O:5][CH2:6][C@@H:7]([CH3:23])[C@H:8]([N:14]([C:16]([O:18][C:19]([CH3:22])([CH3:21])[CH3:20])=[O:17])[CH3:15])[C:9]1[O:10][CH:11]=[CH:12][CH:13]=1)(=O)=O.[H-].[Na+]. The catalyst is C1COCC1. The product is [O:10]1[CH:11]=[CH:12][CH:13]=[C:9]1[C@@H:8]([N:14]([CH3:15])[C:16](=[O:17])[O:18][C:19]([CH3:22])([CH3:21])[CH3:20])[C@H:7]([CH3:23])[CH2:6][O:5][C@H:13]1[CH2:12][CH2:11][O:10][CH2:9]1. The yield is 0.390. (4) The reactants are Cl.Cl[C:3]1[CH:8]=[C:7]([C:9]2[CH:14]=[CH:13][CH:12]=[C:11]([Cl:15])[CH:10]=2)[N:6]=[C:5]2[CH2:16][CH2:17][CH2:18][C:4]=12.[NH2:19][C:20]1[CH:25]=[CH:24][C:23]([CH2:26][C:27]([CH3:30])([OH:29])[CH3:28])=[CH:22][CH:21]=1. No catalyst specified. The product is [Cl:15][C:11]1[CH:10]=[C:9]([C:7]2[N:6]=[C:5]3[CH2:16][CH2:17][CH2:18][C:4]3=[C:3]([NH:19][C:20]3[CH:21]=[CH:22][C:23]([CH2:26][C:27]([CH3:30])([OH:29])[CH3:28])=[CH:24][CH:25]=3)[CH:8]=2)[CH:14]=[CH:13][CH:12]=1. The yield is 0.730. (5) The catalyst is ClCCl. The reactants are C(OC([N:8]1[C:38]2[C:33](=[CH:34][CH:35]=[C:36]([Cl:39])[CH:37]=2)[C:10]2([CH:15]([C:16]3[CH:21]=[CH:20][CH:19]=[C:18]([Cl:22])[CH:17]=3)[CH2:14][C:13](=[O:23])[N:12]([CH2:24][CH3:25])[CH:11]2[C:26]2[CH:31]=[CH:30][CH:29]=[CH:28][C:27]=2[CH3:32])[C:9]1=[O:40])=O)(C)(C)C.FC(F)(F)C(O)=O. The yield is 0.690. The product is [Cl:39][C:36]1[CH:37]=[C:38]2[NH:8][C:9](=[O:40])[C:10]3([CH:15]([C:16]4[CH:21]=[CH:20][CH:19]=[C:18]([Cl:22])[CH:17]=4)[CH2:14][C:13](=[O:23])[N:12]([CH2:24][CH3:25])[CH:11]3[C:26]3[CH:31]=[CH:30][CH:29]=[CH:28][C:27]=3[CH3:32])[C:33]2=[CH:34][CH:35]=1. (6) The reactants are [Cl:1][C:2]1[CH:10]=[C:9]2[C:5]([CH:6]=[CH:7][NH:8]2)=[CH:4][CH:3]=1.[F:11][C:12]([F:23])([F:22])[C:13](O[C:13](=[O:14])[C:12]([F:23])([F:22])[F:11])=[O:14].O. The catalyst is O1CCCC1. The product is [Cl:1][C:2]1[CH:10]=[C:9]2[C:5]([C:6]([C:13](=[O:14])[C:12]([F:23])([F:22])[F:11])=[CH:7][NH:8]2)=[CH:4][CH:3]=1. The yield is 0.930. (7) The reactants are [I:1][C:2]1[C:10]2[C:5](=[CH:6][CH:7]=[C:8]([NH:11][C:12](=[O:18])OC(C)(C)C)[CH:9]=2)[NH:4][N:3]=1.[CH:19]1([O:24][CH:25]([C:29]2[CH:34]=[CH:33][CH:32]=[CH:31][CH:30]=2)C([O-])=O)[CH2:23][CH2:22][CH2:21][CH2:20]1.[Na+].CN(C(ON1N=NC2C=CC=CC1=2)=[N+](C)C)C.[B-](F)(F)(F)F.CCN(C(C)C)C(C)C.CO[Na]. The catalyst is CN(C=O)C. The product is [CH:19]1([O:24][CH:25]([C:29]2[CH:30]=[CH:31][CH:32]=[CH:33][CH:34]=2)[C:12]([NH:11][C:8]2[CH:9]=[C:10]3[C:5](=[CH:6][CH:7]=2)[NH:4][N:3]=[C:2]3[I:1])=[O:18])[CH2:23][CH2:22][CH2:21][CH2:20]1. The yield is 0.280.